Dataset: Full USPTO retrosynthesis dataset with 1.9M reactions from patents (1976-2016). Task: Predict the reactants needed to synthesize the given product. (1) Given the product [CH2:1]([O:5][C:6]1[CH:11]=[CH:10][C:9]([O:12][CH3:13])=[CH:8][C:7]=1[C:14]1[CH:19]=[CH:18][C:17]([CH2:20][O:21][C:22]2[CH:23]=[C:24]([CH2:28][CH2:29][C:30]([OH:32])=[O:31])[CH:25]=[CH:26][CH:27]=2)=[CH:16][C:15]=1[CH3:34])[CH2:2][CH2:3][CH3:4], predict the reactants needed to synthesize it. The reactants are: [CH2:1]([O:5][C:6]1[CH:11]=[CH:10][C:9]([O:12][CH3:13])=[CH:8][C:7]=1[C:14]1[CH:19]=[CH:18][C:17]([CH2:20][O:21][C:22]2[CH:23]=[C:24]([CH2:28][CH2:29][C:30]([O:32]C)=[O:31])[CH:25]=[CH:26][CH:27]=2)=[CH:16][C:15]=1[CH3:34])[CH2:2][CH2:3][CH3:4].[Li+].[OH-]. (2) Given the product [OH:1][C:2]([CH3:23])([CH3:22])[CH2:3][C@@:4]1([C:16]2[CH:21]=[CH:20][CH:19]=[CH:18][CH:17]=2)[O:9][C:8](=[O:10])[N:7]([C@H:11]2[CH2:15][CH2:14][N:13]([C:25]3[N:30]=[C:29]([C:31]([F:34])([F:33])[F:32])[CH:28]=[CH:27][N:26]=3)[CH2:12]2)[CH2:6][CH2:5]1, predict the reactants needed to synthesize it. The reactants are: [OH:1][C:2]([CH3:23])([CH3:22])[CH2:3][C@@:4]1([C:16]2[CH:21]=[CH:20][CH:19]=[CH:18][CH:17]=2)[O:9][C:8](=[O:10])[N:7]([C@H:11]2[CH2:15][CH2:14][NH:13][CH2:12]2)[CH2:6][CH2:5]1.Cl[C:25]1[N:30]=[C:29]([C:31]([F:34])([F:33])[F:32])[CH:28]=[CH:27][N:26]=1. (3) Given the product [Br:14][C:11]1[CH:12]=[CH:13][C:8]([C:5]2[CH:6]=[CH:7][C:2]([CH2:15][C@@H:16]([OH:17])[CH3:18])=[CH:3][CH:4]=2)=[CH:9][CH:10]=1, predict the reactants needed to synthesize it. The reactants are: Br[C:2]1[CH:7]=[CH:6][C:5]([C:8]2[CH:13]=[CH:12][C:11]([Br:14])=[CH:10][CH:9]=2)=[CH:4][CH:3]=1.[CH3:15][C@H:16]1[CH2:18][O:17]1.[Cl-].[NH4+]. (4) Given the product [CH:1]([C:4]1[C:8]([CH2:9][CH2:10][CH2:11][OH:12])=[CH:7][N:6]([C:16]2[CH:21]=[C:20]([C:22]([F:23])([F:25])[F:24])[CH:19]=[CH:18][N:17]=2)[N:5]=1)([CH3:3])[CH3:2], predict the reactants needed to synthesize it. The reactants are: [CH:1]([C:4]1[C:8]([CH2:9][CH2:10][C:11](OCC)=[O:12])=[CH:7][N:6]([C:16]2[CH:21]=[C:20]([C:22]([F:25])([F:24])[F:23])[CH:19]=[CH:18][N:17]=2)[N:5]=1)([CH3:3])[CH3:2].[H-].C([Al+]CC(C)C)C(C)C.Cl. (5) Given the product [ClH:47].[CH2:21]([O:23][C@@H:24]1[CH2:29][CH2:28][C@H:27]([N:1]2[CH2:6][CH2:5][CH:4]([N:7]3[C:11]4[CH:12]=[C:13]([C:16]([F:17])([F:19])[F:18])[CH:14]=[CH:15][C:10]=4[NH:9][C:8]3=[O:20])[CH2:3][CH2:2]2)[CH2:26][CH2:25]1)[CH3:22], predict the reactants needed to synthesize it. The reactants are: [NH:1]1[CH2:6][CH2:5][CH:4]([N:7]2[C:11]3[CH:12]=[C:13]([C:16]([F:19])([F:18])[F:17])[CH:14]=[CH:15][C:10]=3[NH:9][C:8]2=[O:20])[CH2:3][CH2:2]1.[CH2:21]([O:23][CH:24]1[CH2:29][CH2:28][C:27](=O)[CH2:26][CH2:25]1)[CH3:22].[BH-](OC(C)=O)(OC(C)=O)OC(C)=O.[Na+].[OH-].[Na+].[Cl:47]C(Cl)C. (6) Given the product [C:16]([O:15][C:13]([N:8]([CH2:7][CH2:6][OH:5])[CH2:9][C:10]([CH3:12])=[CH2:11])=[O:14])([CH3:19])([CH3:18])[CH3:17], predict the reactants needed to synthesize it. The reactants are: C([O:5][C:6](=O)[CH2:7][N:8]([C:13]([O:15][C:16]([CH3:19])([CH3:18])[CH3:17])=[O:14])[CH2:9][C:10]([CH3:12])=[CH2:11])(C)(C)C.[BH4-].[Li+].O.Cl. (7) Given the product [F:1][C:2]([F:36])([F:35])[C:3]1[CH:4]=[C:5]([C:13]([CH3:34])([CH3:33])[C:14]([N:16]([C:18]2[C:23]([C:24]3[CH:29]=[CH:28][C:27]([F:30])=[CH:26][C:25]=3[CH3:31])=[CH:22][C:21]([N:42]3[CH2:43][CH2:44][CH:39]([CH2:38][OH:37])[CH2:40][CH2:41]3)=[N:20][CH:19]=2)[CH3:17])=[O:15])[CH:6]=[C:7]([C:9]([F:12])([F:11])[F:10])[CH:8]=1, predict the reactants needed to synthesize it. The reactants are: [F:1][C:2]([F:36])([F:35])[C:3]1[CH:4]=[C:5]([C:13]([CH3:34])([CH3:33])[C:14]([N:16]([C:18]2[CH:19]=[N:20][C:21](Cl)=[CH:22][C:23]=2[C:24]2[CH:29]=[CH:28][C:27]([F:30])=[CH:26][C:25]=2[CH3:31])[CH3:17])=[O:15])[CH:6]=[C:7]([C:9]([F:12])([F:11])[F:10])[CH:8]=1.[OH:37][CH2:38][CH:39]1[CH2:44][CH2:43][NH:42][CH2:41][CH2:40]1.[Cl-].[Li+].C(=O)([O-])[O-].[K+].[K+]. (8) Given the product [NH:28]([C:56]([O:58][C:59]([CH3:62])([CH3:61])[CH3:60])=[O:57])[C@H:29]([C:45]([NH:47][C@H:48]([C:53]([NH:1][C@H:2]([C:13]([NH:15][CH2:16][CH2:17][CH2:18][CH2:19][NH:20][C:21]([O:23][C:24]([CH3:27])([CH3:26])[CH3:25])=[O:22])=[O:14])[CH2:3][C:4]1[C:12]2[C:7](=[CH:8][CH:9]=[CH:10][CH:11]=2)[NH:6][CH:5]=1)=[O:54])[CH2:49][C:50](=[O:52])[NH2:51])=[O:46])[CH2:30][C:31]1[CH:36]=[CH:35][C:34]([O:37][CH2:38][C:39]2[CH:44]=[CH:43][CH:42]=[CH:41][CH:40]=2)=[CH:33][CH:32]=1, predict the reactants needed to synthesize it. The reactants are: [NH2:1][C@H:2]([C:13]([NH:15][CH2:16][CH2:17][CH2:18][CH2:19][NH:20][C:21]([O:23][C:24]([CH3:27])([CH3:26])[CH3:25])=[O:22])=[O:14])[CH2:3][C:4]1[C:12]2[C:7](=[CH:8][CH:9]=[CH:10][CH:11]=2)[NH:6][CH:5]=1.[NH:28]([C:56]([O:58][C:59]([CH3:62])([CH3:61])[CH3:60])=[O:57])[C@H:29]([C:45]([NH:47][C@H:48]([C:53](O)=[O:54])[CH2:49][C:50](=[O:52])[NH2:51])=[O:46])[CH2:30][C:31]1[CH:36]=[CH:35][C:34]([O:37][CH2:38][C:39]2[CH:44]=[CH:43][CH:42]=[CH:41][CH:40]=2)=[CH:33][CH:32]=1.C(Cl)CCl.C1C=CC2N(O)N=NC=2C=1. (9) Given the product [Cl:33][C:18]1[CH:17]=[C:16]([NH:15][C:13]2[C:14]3[N:6]([CH2:5][CH2:4][NH:3][C:48](=[O:49])[C:45]([OH:44])([CH3:47])[CH3:46])[CH:7]=[CH:8][C:9]=3[N:10]=[CH:11][N:12]=2)[CH:21]=[CH:20][C:19]=1[O:22][C:23]1[CH:28]=[CH:27][CH:26]=[C:25]([C:29]([F:32])([F:31])[F:30])[CH:24]=1, predict the reactants needed to synthesize it. The reactants are: Cl.Cl.[NH2:3][CH2:4][CH2:5][N:6]1[C:14]2[C:13]([NH:15][C:16]3[CH:21]=[CH:20][C:19]([O:22][C:23]4[CH:28]=[CH:27][CH:26]=[C:25]([C:29]([F:32])([F:31])[F:30])[CH:24]=4)=[C:18]([Cl:33])[CH:17]=3)=[N:12][CH:11]=[N:10][C:9]=2[CH:8]=[CH:7]1.C(N(CC)CC)C.C([O:44][C:45]([C:48](Cl)=[O:49])([CH3:47])[CH3:46])(=O)C.C(=O)([O-])O.[Na+].